Dataset: NCI-60 drug combinations with 297,098 pairs across 59 cell lines. Task: Regression. Given two drug SMILES strings and cell line genomic features, predict the synergy score measuring deviation from expected non-interaction effect. (1) Drug 1: C1CC(=O)NC(=O)C1N2C(=O)C3=CC=CC=C3C2=O. Drug 2: CC(C)NC(=O)C1=CC=C(C=C1)CNNC.Cl. Cell line: NCI-H460. Synergy scores: CSS=-1.45, Synergy_ZIP=0.169, Synergy_Bliss=-0.466, Synergy_Loewe=-2.02, Synergy_HSA=-1.40. (2) Drug 1: CC(CN1CC(=O)NC(=O)C1)N2CC(=O)NC(=O)C2. Drug 2: C(CC(=O)O)C(=O)CN.Cl. Cell line: MDA-MB-231. Synergy scores: CSS=21.8, Synergy_ZIP=-5.62, Synergy_Bliss=-1.42, Synergy_Loewe=-0.703, Synergy_HSA=0.578. (3) Drug 1: C1=NC2=C(N=C(N=C2N1C3C(C(C(O3)CO)O)O)F)N. Drug 2: CNC(=O)C1=NC=CC(=C1)OC2=CC=C(C=C2)NC(=O)NC3=CC(=C(C=C3)Cl)C(F)(F)F. Cell line: OVCAR-4. Synergy scores: CSS=-0.0260, Synergy_ZIP=1.91, Synergy_Bliss=2.49, Synergy_Loewe=-2.45, Synergy_HSA=-2.00. (4) Drug 1: CCCS(=O)(=O)NC1=C(C(=C(C=C1)F)C(=O)C2=CNC3=C2C=C(C=N3)C4=CC=C(C=C4)Cl)F. Drug 2: C1=NC2=C(N=C(N=C2N1C3C(C(C(O3)CO)O)F)Cl)N. Cell line: UACC-257. Synergy scores: CSS=49.8, Synergy_ZIP=-8.52, Synergy_Bliss=-3.61, Synergy_Loewe=-4.18, Synergy_HSA=-1.31.